Dataset: Full USPTO retrosynthesis dataset with 1.9M reactions from patents (1976-2016). Task: Predict the reactants needed to synthesize the given product. (1) The reactants are: [CH2:1]([O:5][C:6]1[CH:7]=[C:8]([CH:16]=[C:17]([O:19][CH2:20][CH:21]([CH3:23])[CH3:22])[CH:18]=1)[C:9]([O:11]CC(C)C)=[O:10])[CH:2]([CH3:4])[CH3:3].[OH-].[Na+].C(Cl)(Cl)Cl.Cl. Given the product [CH2:20]([O:19][C:17]1[CH:16]=[C:8]([CH:7]=[C:6]([O:5][CH2:1][CH:2]([CH3:4])[CH3:3])[CH:18]=1)[C:9]([OH:11])=[O:10])[CH:21]([CH3:23])[CH3:22], predict the reactants needed to synthesize it. (2) The reactants are: [CH3:1][O:2][C:3]1[CH:8]=[CH:7][C:6]([CH:9]([C:14]2[CH:19]=[CH:18][C:17]([O:20][CH3:21])=[CH:16][CH:15]=2)[CH2:10][CH:11]([NH2:13])[CH3:12])=[CH:5][CH:4]=1.[CH2:22]([O:29][C:30]([NH:32][C:33]1[CH:38]=[CH:37][C:36]([O:39][CH2:40][C@H:41]2[O:43][CH2:42]2)=[CH:35][N:34]=1)=[O:31])[C:23]1[CH:28]=[CH:27][CH:26]=[CH:25][CH:24]=1. Given the product [CH2:22]([O:29][C:30](=[O:31])[NH:32][C:33]1[CH:38]=[CH:37][C:36]([O:39][CH2:40][C@@H:41]([OH:43])[CH2:42][NH:13][CH:11]([CH3:12])[CH2:10][CH:9]([C:6]2[CH:5]=[CH:4][C:3]([O:2][CH3:1])=[CH:8][CH:7]=2)[C:14]2[CH:15]=[CH:16][C:17]([O:20][CH3:21])=[CH:18][CH:19]=2)=[CH:35][N:34]=1)[C:23]1[CH:28]=[CH:27][CH:26]=[CH:25][CH:24]=1, predict the reactants needed to synthesize it. (3) Given the product [ClH:1].[NH2:9][CH2:10][C@H:11]1[CH2:12][CH2:13][C@H:14]([C:17]([NH:19][C@H:20]([C:51](=[O:64])[NH:52][C:53]2[CH:58]=[CH:57][C:56]([C:59]3[NH:63][N:62]=[N:61][N:60]=3)=[CH:55][CH:54]=2)[CH2:21][C:22]2[CH:23]=[C:24]([C:28]3[C:33]([CH3:34])=[CH:32][CH:31]=[C:30]([C:35]([NH:37][CH:38]4[CH:39]5[CH:43]4[CH2:42][NH:41][CH2:40]5)=[O:36])[CH:29]=3)[CH:25]=[CH:26][CH:27]=2)=[O:18])[CH2:15][CH2:16]1, predict the reactants needed to synthesize it. The reactants are: [ClH:1].C(OC([NH:9][CH2:10][C@H:11]1[CH2:16][CH2:15][C@H:14]([C:17]([NH:19][C@H:20]([C:51](=[O:64])[NH:52][C:53]2[CH:58]=[CH:57][C:56]([C:59]3[NH:63][N:62]=[N:61][N:60]=3)=[CH:55][CH:54]=2)[CH2:21][C:22]2[CH:23]=[C:24]([C:28]3[C:33]([CH3:34])=[CH:32][CH:31]=[C:30]([C:35]([NH:37][CH:38]4[CH:43]5[CH:39]4[CH2:40][N:41](C(OC(C)(C)C)=O)[CH2:42]5)=[O:36])[CH:29]=3)[CH:25]=[CH:26][CH:27]=2)=[O:18])[CH2:13][CH2:12]1)=O)(C)(C)C.C(#N)C. (4) The reactants are: [CH:1]1([C:4](=[O:10])[CH2:5][C:6]([O:8][CH3:9])=[O:7])[CH2:3][CH2:2]1.CCN(CC)CC.[F:18][C:19]1([F:29])[CH2:24][CH2:23][CH:22]([C:25](Cl)=[N:26]O)[CH2:21][CH2:20]1. Given the product [CH:1]1([C:4]2[O:10][N:26]=[C:25]([CH:22]3[CH2:23][CH2:24][C:19]([F:29])([F:18])[CH2:20][CH2:21]3)[C:5]=2[C:6]([O:8][CH3:9])=[O:7])[CH2:3][CH2:2]1, predict the reactants needed to synthesize it. (5) Given the product [CH3:23][O:22][C:19]1[CH:20]=[CH:21][C:16]([C:15]([NH:14][C:5]2([C:3]([OH:2])=[O:4])[CH2:6][C:7]3[C:12](=[CH:11][CH:10]=[CH:9][CH:8]=3)[CH2:13]2)=[O:25])=[CH:17][C:18]=1[O:24][CH2:36][C:32]1([C:26]2[CH:31]=[CH:30][CH:29]=[CH:28][CH:27]=2)[CH2:33][O:34][CH2:35]1, predict the reactants needed to synthesize it. The reactants are: C[O:2][C:3]([C:5]1([NH:14][C:15](=[O:25])[C:16]2[CH:21]=[CH:20][C:19]([O:22][CH3:23])=[C:18]([OH:24])[CH:17]=2)[CH2:13][C:12]2[C:7](=[CH:8][CH:9]=[CH:10][CH:11]=2)[CH2:6]1)=[O:4].[C:26]1([C:32]2([CH2:36]O)[CH2:35][O:34][CH2:33]2)[CH:31]=[CH:30][CH:29]=[CH:28][CH:27]=1. (6) Given the product [ClH:23].[ClH:23].[F:45][C:37]1[CH:38]=[N:39][C:40]2[CH:41]=[CH:42][C:43](=[O:44])[N:34]3[CH2:33][C@@H:32]([CH2:31][N:28]4[CH2:27][CH2:26][CH:25]([NH:24][CH2:10][C:7]5[CH:8]=[C:9]6[N:1]=[N:2][S:3][C:4]6=[N:5][CH:6]=5)[CH2:30][CH2:29]4)[C:36]=1[C:35]=23, predict the reactants needed to synthesize it. The reactants are: [N:1]1[C:9]2[C:4](=[N:5][CH:6]=[C:7]([CH2:10]O)[CH:8]=2)[S:3][N:2]=1.C(N(CC)CC)C.CS([Cl:23])(=O)=O.[NH2:24][CH:25]1[CH2:30][CH2:29][N:28]([CH2:31][C@H:32]2[C:36]3=[C:37]([F:45])[CH:38]=[N:39][C:40]4[CH:41]=[CH:42][C:43](=[O:44])[N:34]([C:35]=43)[CH2:33]2)[CH2:27][CH2:26]1.C(OC(=O)NC1CCNCC1O)(C)(C)C.C(=O)([O-])[O-].[K+].[K+]. (7) Given the product [CH2:28]([N:30]1[C:38]2[C:33](=[C:34]([O:41][CH2:42][C:43]([F:45])([F:44])[F:46])[CH:35]=[C:36]([CH2:19][N:17]3[CH2:16][C:15]4([CH2:26][C:12]([N:9]5[CH2:8][CH2:7][C:6]([CH3:27])([C:4]([O:3][CH2:1][CH3:2])=[O:5])[CH2:11][CH2:10]5)=[N:13][O:14]4)[CH2:18]3)[CH:37]=2)[CH:32]=[CH:31]1)[CH3:29], predict the reactants needed to synthesize it. The reactants are: [CH2:1]([O:3][C:4]([C:6]1([CH3:27])[CH2:11][CH2:10][N:9]([C:12]2[CH2:26][C:15]3([CH2:18][N:17]([C:19](OC(C)(C)C)=O)[CH2:16]3)[O:14][N:13]=2)[CH2:8][CH2:7]1)=[O:5])[CH3:2].[CH2:28]([N:30]1[C:38]2[C:33](=[C:34]([O:41][CH2:42][C:43]([F:46])([F:45])[F:44])[CH:35]=[C:36](C=O)[CH:37]=2)[CH:32]=[CH:31]1)[CH3:29]. (8) Given the product [NH2:20][C:5]1[CH:4]=[CH:3][C:2]([F:1])=[CH:7][C:6]=1[NH:8][C:9]1[C:10]([CH3:19])=[C:11]([CH:16]=[CH:17][CH:18]=1)[C:12]([O:14][CH3:15])=[O:13], predict the reactants needed to synthesize it. The reactants are: [F:1][C:2]1[CH:3]=[CH:4][C:5]([N+:20]([O-])=O)=[C:6]([NH:8][C:9]2[C:10]([CH3:19])=[C:11]([CH:16]=[CH:17][CH:18]=2)[C:12]([O:14][CH3:15])=[O:13])[CH:7]=1. (9) The reactants are: [O-]CC.[Na+].ClCCCC(NC1C=C2C(=CC=1)NC=C2CCC[N:24]1[CH2:29][CH2:28][N:27]([C:30]2[C:35]([O:36][CH3:37])=[CH:34][N:33]=[CH:32][N:31]=2)[CH2:26][CH2:25]1)=O.C(Cl)Cl.CO. Given the product [CH3:37][O:36][C:35]1[C:30]([N:27]2[CH2:28][CH2:29][NH:24][CH2:25][CH2:26]2)=[N:31][CH:32]=[N:33][CH:34]=1, predict the reactants needed to synthesize it. (10) Given the product [CH:1]1([N:6]2[CH2:12][C:11]([F:13])([F:14])[C:10](=[O:15])[N:9]([CH3:16])[C:8]3[CH:17]=[N:18][C:19]([NH:21][C:22]4[CH:30]=[CH:29][C:25]([C:26]([NH:71][CH2:70][CH2:69][O:68][CH2:66][CH3:67])=[O:28])=[CH:24][C:23]=4[O:31][CH3:32])=[N:20][C:7]2=3)[CH2:5][CH2:4][CH2:3][CH2:2]1, predict the reactants needed to synthesize it. The reactants are: [CH:1]1([N:6]2[CH2:12][C:11]([F:14])([F:13])[C:10](=[O:15])[N:9]([CH3:16])[C:8]3[CH:17]=[N:18][C:19]([NH:21][C:22]4[CH:30]=[CH:29][C:25]([C:26]([OH:28])=O)=[CH:24][C:23]=4[O:31][CH3:32])=[N:20][C:7]2=3)[CH2:5][CH2:4][CH2:3][CH2:2]1.F[P-](F)(F)(F)(F)F.CN(C(N(C)C)=[N+]1C2C(=NC=CC=2)[N+]([O-])=N1)C.C(N(C(C)C)C(C)C)C.[CH2:66]([O:68][CH2:69][CH2:70][NH2:71])[CH3:67].